Regression. Given a peptide amino acid sequence and an MHC pseudo amino acid sequence, predict their binding affinity value. This is MHC class I binding data. From a dataset of Peptide-MHC class I binding affinity with 185,985 pairs from IEDB/IMGT. (1) The peptide sequence is FLAHLQWFA. The MHC is HLA-A02:06 with pseudo-sequence HLA-A02:06. The binding affinity (normalized) is 1.00. (2) The peptide sequence is AVRHFPRIW. The MHC is HLA-A02:06 with pseudo-sequence HLA-A02:06. The binding affinity (normalized) is 0.